Task: Predict the product of the given reaction.. Dataset: Forward reaction prediction with 1.9M reactions from USPTO patents (1976-2016) (1) Given the reactants [OH:1][C:2]1[CH:7]=[CH:6][N:5]2[N:8]=[CH:9][C:10]([CH:11]=[O:12])=[C:4]2[CH:3]=1.[CH3:13][C:14](OC(C)=O)=[O:15].CCN(CC)CC, predict the reaction product. The product is: [C:14]([O:1][C:2]1[CH:7]=[CH:6][N:5]2[N:8]=[CH:9][C:10]([CH:11]=[O:12])=[C:4]2[CH:3]=1)(=[O:15])[CH3:13]. (2) Given the reactants [N:1]1([CH2:6][CH2:7][CH2:8][O:9][C:10]2[CH:15]=[CH:14][C:13]([C:16]3([C:22](O)=[O:23])[CH2:21][CH2:20][O:19][CH2:18][CH2:17]3)=[CH:12][CH:11]=2)[CH2:5][CH2:4][CH2:3][CH2:2]1.[CH:25]([NH:27][NH2:28])=[O:26].ON1C2C=CC=CC=2N=N1.C(N(C(C)C)CC)(C)C.Cl.CN(C)CCCN=C=NCC, predict the reaction product. The product is: [CH:25]([NH:27][NH:28][C:22]([C:16]1([C:13]2[CH:12]=[CH:11][C:10]([O:9][CH2:8][CH2:7][CH2:6][N:1]3[CH2:2][CH2:3][CH2:4][CH2:5]3)=[CH:15][CH:14]=2)[CH2:21][CH2:20][O:19][CH2:18][CH2:17]1)=[O:23])=[O:26].